From a dataset of Catalyst prediction with 721,799 reactions and 888 catalyst types from USPTO. Predict which catalyst facilitates the given reaction. (1) The catalyst class is: 776. Product: [CH:3]1([C:6]2[CH:15]=[CH:14][C:9]([C:10]([OH:12])=[O:11])=[C:8]([CH3:16])[CH:7]=2)[CH2:4][CH2:5]1. Reactant: [OH-].[Li+].[CH:3]1([C:6]2[CH:15]=[CH:14][C:9]([C:10]([O:12]C)=[O:11])=[C:8]([CH3:16])[CH:7]=2)[CH2:5][CH2:4]1. (2) Reactant: C(OC([N:6]1[C:35]2[C:30](=[CH:31][CH:32]=[C:33]([Cl:36])[CH:34]=2)[C:8]2([CH:13]([C:14]3[CH:19]=[CH:18][CH:17]=[C:16]([Cl:20])[CH:15]=3)[CH2:12][C:11](=[O:21])[NH:10][CH:9]2[C:22]2[CH:27]=[CH:26][CH:25]=[C:24]([F:28])[C:23]=2[CH3:29])[C:7]1=[O:37])=O)C.[OH-].[Na+]. Product: [Cl:36][C:33]1[CH:34]=[C:35]2[NH:6][C:7](=[O:37])[C:8]3([CH:13]([C:14]4[CH:19]=[CH:18][CH:17]=[C:16]([Cl:20])[CH:15]=4)[CH2:12][C:11](=[O:21])[NH:10][CH:9]3[C:22]3[CH:27]=[CH:26][CH:25]=[C:24]([F:28])[C:23]=3[CH3:29])[C:30]2=[CH:31][CH:32]=1. The catalyst class is: 5. (3) Reactant: [N:1]1([CH:6]([C:8]2[CH:13]=[CH:12][C:11]([C:14]3[CH:19]=[CH:18][C:17]([N+:20]([O-])=O)=[CH:16][CH:15]=3)=[CH:10][N:9]=2)[CH3:7])[CH:5]=[CH:4][N:3]=[CH:2]1. Product: [N:1]1([CH:6]([C:8]2[N:9]=[CH:10][C:11]([C:14]3[CH:19]=[CH:18][C:17]([NH2:20])=[CH:16][CH:15]=3)=[CH:12][CH:13]=2)[CH3:7])[CH:5]=[CH:4][N:3]=[CH:2]1. The catalyst class is: 78.